Dataset: Forward reaction prediction with 1.9M reactions from USPTO patents (1976-2016). Task: Predict the product of the given reaction. (1) Given the reactants Br[C:2]1[CH:7]=[CH:6][C:5]([N:8]2[CH2:12][CH2:11][C@@H:10]3[CH2:13][N:14]([CH3:16])[CH2:15][C@H:9]23)=[CH:4][CH:3]=1.[B:17]1([B:17]2[O:21][C:20]([CH3:23])([CH3:22])[C:19]([CH3:25])([CH3:24])[O:18]2)[O:21][C:20]([CH3:23])([CH3:22])[C:19]([CH3:25])([CH3:24])[O:18]1.O1CCOB1.C(Cl)Cl.CC([O-])=O.[K+], predict the reaction product. The product is: [CH3:16][N:14]1[CH2:13][C@@H:10]2[C@@H:9]([N:8]([C:5]3[CH:6]=[CH:7][C:2]([B:17]4[O:21][C:20]([CH3:23])([CH3:22])[C:19]([CH3:25])([CH3:24])[O:18]4)=[CH:3][CH:4]=3)[CH2:12][CH2:11]2)[CH2:15]1. (2) The product is: [NH:1]([C:18]([O:20][CH2:21][C:22]1[CH:27]=[CH:26][CH:25]=[CH:24][CH:23]=1)=[O:19])[C@@H:2]([C:8]([O:10][CH2:11][C:12]1[CH:17]=[CH:16][CH:15]=[CH:14][CH:13]=1)=[O:9])[CH2:3][CH2:4][C:5]([NH:49][C@@H:50]([C:61]([OH:63])=[O:62])[CH2:51][C:52]1[C:60]2[C:55](=[CH:56][CH:57]=[CH:58][CH:59]=2)[NH:54][CH:53]=1)=[O:7]. Given the reactants [NH:1]([C:18]([O:20][CH2:21][C:22]1[CH:27]=[CH:26][CH:25]=[CH:24][CH:23]=1)=[O:19])[C@@H:2]([C:8]([O:10][CH2:11][C:12]1[CH:17]=[CH:16][CH:15]=[CH:14][CH:13]=1)=[O:9])[CH2:3][CH2:4][C:5](=[O:7])O.ON1C(=O)CCC1=O.CCN=C=NCCCN(C)C.Cl.Cl.[NH2:49][C@@H:50]([C:61]([OH:63])=[O:62])[CH2:51][C:52]1[C:60]2[C:55](=[CH:56][CH:57]=[CH:58][CH:59]=2)[NH:54][CH:53]=1.CCN(C(C)C)C(C)C, predict the reaction product. (3) Given the reactants [CH:1]([N:3]1[CH:7]=[C:6]([C:8]([OH:10])=O)[CH:5]=[N:4]1)=[CH2:2].[CH:11]([C:14]1[N:19]=[CH:18][C:17]([NH2:20])=[CH:16][CH:15]=1)([CH3:13])[CH3:12].ON1C2C=CC=CC=2N=N1.Cl.C(N=C=NCCCN(C)C)C, predict the reaction product. The product is: [CH:11]([C:14]1[N:19]=[CH:18][C:17]([NH:20][C:8]([C:6]2[CH:5]=[N:4][N:3]([CH:1]=[CH2:2])[CH:7]=2)=[O:10])=[CH:16][CH:15]=1)([CH3:13])[CH3:12]. (4) Given the reactants [Br:1][C:2]1[CH:3]=[N:4][C:5]([N:8]2[CH2:13][CH2:12][NH:11][CH2:10][CH2:9]2)=[N:6][CH:7]=1.C([O-])([O-])=O.[K+].[K+].Br[CH2:21][CH2:22][OH:23].O, predict the reaction product. The product is: [Br:1][C:2]1[CH:3]=[N:4][C:5]([N:8]2[CH2:9][CH2:10][N:11]([CH2:21][CH2:22][OH:23])[CH2:12][CH2:13]2)=[N:6][CH:7]=1. (5) Given the reactants C[O:2][C:3](=[O:24])/[CH:4]=[CH:5]/[C:6]#[C:7][C:8]1[CH:13]=[CH:12][CH:11]=[C:10]([S:14](=[O:23])(=[O:22])[NH:15][C:16]2[CH:21]=[CH:20][CH:19]=[CH:18][CH:17]=2)[CH:9]=1.[OH-].[Na+], predict the reaction product. The product is: [C:16]1([NH:15][S:14]([C:10]2[CH:9]=[C:8]([C:7]#[C:6]/[CH:5]=[CH:4]/[C:3]([OH:24])=[O:2])[CH:13]=[CH:12][CH:11]=2)(=[O:23])=[O:22])[CH:17]=[CH:18][CH:19]=[CH:20][CH:21]=1. (6) Given the reactants Cl.[F:2][C:3]1[CH:9]=[C:8]([O:10][CH3:11])[CH:7]=[CH:6][C:4]=1[NH2:5].Cl.[N:13]([O-])=O.[Na+], predict the reaction product. The product is: [F:2][C:3]1[CH:9]=[C:8]([O:10][CH3:11])[CH:7]=[CH:6][C:4]=1[NH:5][NH2:13].